From a dataset of Catalyst prediction with 721,799 reactions and 888 catalyst types from USPTO. Predict which catalyst facilitates the given reaction. (1) Reactant: CO[CH:3](OC)[CH2:4]C(OC)OC.[CH:12]1([NH:17][NH:18][C:19](OC(C)(C)C)=O)[CH2:16][CH2:15][CH2:14][CH2:13]1.Cl. Product: [CH:12]1([N:17]2[CH:4]=[CH:3][CH:19]=[N:18]2)[CH2:13][CH2:14][CH2:15][CH2:16]1. The catalyst class is: 6. (2) Reactant: O[CH2:2][C:3]1([CH3:10])[CH2:7][N:6]([CH3:8])[C:5](=[O:9])[NH:4]1.N1C=CC=CC=1.S(Cl)([Cl:19])=O. Product: [Cl:19][CH2:2][C:3]1([CH3:10])[CH2:7][N:6]([CH3:8])[C:5](=[O:9])[NH:4]1. The catalyst class is: 26. (3) Reactant: [F:1][CH:2]([C:8]1[N:9]=[N:10][C:11]([OH:14])=[CH:12][CH:13]=1)[C:3]([O:5][CH2:6][CH3:7])=[O:4].CI.[C:17](=O)([O-])[O-].[K+].[K+]. Product: [F:1][CH:2]([C:8]1[CH:13]=[CH:12][C:11](=[O:14])[N:10]([CH3:17])[N:9]=1)[C:3]([O:5][CH2:6][CH3:7])=[O:4]. The catalyst class is: 35. (4) Reactant: [N:1]1([C:8]([C:10]2[CH:15]=[CH:14][C:13]([I:16])=[CH:12][CH:11]=2)=[O:9])[CH2:7][CH2:6][CH2:5][NH:4][CH2:3][CH2:2]1.[C:17]1(=O)[CH2:20][CH2:19][CH2:18]1.[BH3-]C#N.[Na+]. Product: [CH:17]1([N:4]2[CH2:5][CH2:6][CH2:7][N:1]([C:8]([C:10]3[CH:15]=[CH:14][C:13]([I:16])=[CH:12][CH:11]=3)=[O:9])[CH2:2][CH2:3]2)[CH2:20][CH2:19][CH2:18]1. The catalyst class is: 5.